Dataset: Forward reaction prediction with 1.9M reactions from USPTO patents (1976-2016). Task: Predict the product of the given reaction. Given the reactants [Cl:1][C:2]1[S:9][C:8]2[CH:7]=[C:6]([C:10]([OH:12])=O)[NH:5][C:4]=2[C:3]=1[Cl:13].Cl.[NH2:15][C@@H:16]1[CH2:24][C:23]2[C:18](=[CH:19][CH:20]=[CH:21][CH:22]=2)[C@H:17]1[C:25]([CH2:34][CH2:35][O:36][CH2:37][CH3:38])([C:30]([O:32][CH3:33])=[O:31])[C:26]([O:28][CH3:29])=[O:27].C(N(CC)CC)C.C1C=CC2N(O)N=NC=2C=1.CCN=C=NCCCN(C)C, predict the reaction product. The product is: [Cl:1][C:2]1[S:9][C:8]2[CH:7]=[C:6]([C:10]([NH:15][C@@H:16]3[CH2:24][C:23]4[C:18](=[CH:19][CH:20]=[CH:21][CH:22]=4)[C@H:17]3[C:25]([CH2:34][CH2:35][O:36][CH2:37][CH3:38])([C:30]([O:32][CH3:33])=[O:31])[C:26]([O:28][CH3:29])=[O:27])=[O:12])[NH:5][C:4]=2[C:3]=1[Cl:13].